From a dataset of Full USPTO retrosynthesis dataset with 1.9M reactions from patents (1976-2016). Predict the reactants needed to synthesize the given product. (1) Given the product [NH3:4].[CH3:14][OH:15].[CH:1]([N:4]1[C:8]([C:9]2[N:10]=[C:11]3[C:17]4[CH:18]=[C:19]([S:22]([CH:23]5[CH2:24][CH2:25][N:26]([CH:29]([CH3:31])[CH3:30])[CH2:27][CH2:28]5)=[O:34])[CH:20]=[CH:21][C:16]=4[O:15][CH2:14][CH2:13][N:12]3[CH:32]=2)=[N:7][CH:6]=[N:5]1)([CH3:3])[CH3:2], predict the reactants needed to synthesize it. The reactants are: [CH:1]([N:4]1[C:8]([C:9]2[N:10]=[C:11]3[C:17]4[CH:18]=[C:19]([S:22][CH:23]5[CH2:28][CH2:27][N:26]([CH:29]([CH3:31])[CH3:30])[CH2:25][CH2:24]5)[CH:20]=[CH:21][C:16]=4[O:15][CH2:14][CH2:13][N:12]3[CH:32]=2)=[N:7][CH:6]=[N:5]1)([CH3:3])[CH3:2].C(O)(C(F)(F)F)=[O:34].C1C=C(Cl)C=C(C(OO)=O)C=1. (2) The reactants are: [N+:1]([C:4]1[CH:5]=[C:6]([NH:10][C:11]2[C:15]3[CH:16]=[CH:17][CH:18]=[C:19]([C:20]4[CH:25]=[CH:24][CH:23]=[CH:22][CH:21]=4)[C:14]=3[O:13][N:12]=2)[CH:7]=[CH:8][CH:9]=1)([O-])=O.[H][H]. Given the product [C:20]1([C:19]2[C:14]3[O:13][N:12]=[C:11]([NH:10][C:6]4[CH:7]=[CH:8][CH:9]=[C:4]([NH2:1])[CH:5]=4)[C:15]=3[CH:16]=[CH:17][CH:18]=2)[CH:21]=[CH:22][CH:23]=[CH:24][CH:25]=1, predict the reactants needed to synthesize it. (3) Given the product [C:1]1([S:7]([C:10]2[CH:11]=[CH:12][C:13]([C:38]([F:41])([F:40])[F:39])=[C:14]([S:16]([NH:19][CH:20]3[CH2:25][CH2:24][N:23]([C:26]([C:27]4[CH:32]=[CH:31][C:30]([C:33]([F:36])([F:35])[F:34])=[CH:29][CH:28]=4)=[S:51])[CH2:22][CH2:21]3)(=[O:18])=[O:17])[CH:15]=2)(=[O:9])=[O:8])[CH:6]=[CH:5][CH:4]=[CH:3][CH:2]=1, predict the reactants needed to synthesize it. The reactants are: [C:1]1([S:7]([C:10]2[CH:11]=[CH:12][C:13]([C:38]([F:41])([F:40])[F:39])=[C:14]([S:16]([NH:19][CH:20]3[CH2:25][CH2:24][N:23]([C:26](=O)[C:27]4[CH:32]=[CH:31][C:30]([C:33]([F:36])([F:35])[F:34])=[CH:29][CH:28]=4)[CH2:22][CH2:21]3)(=[O:18])=[O:17])[CH:15]=2)(=[O:9])=[O:8])[CH:6]=[CH:5][CH:4]=[CH:3][CH:2]=1.COC1C=CC(P2(SP(C3C=CC(OC)=CC=3)(=S)S2)=[S:51])=CC=1. (4) Given the product [CH2:3]([N:10]1[C:18]2[C:13](=[CH:14][C:15]([CH3:19])=[CH:16][CH:17]=2)[C@:12]2([CH2:27][C@H:26]2[C:33]2[CH:41]=[C:40]3[C:36]([CH:37]=[N:38][N:39]3[CH2:42][C:43]3[CH:48]=[CH:47][CH:46]=[CH:45][CH:44]=3)=[CH:35][CH:34]=2)[C:11]1=[O:20])[C:4]1[CH:9]=[CH:8][CH:7]=[CH:6][CH:5]=1, predict the reactants needed to synthesize it. The reactants are: [H-].[Na+].[CH2:3]([N:10]1[C:18]2[C:13](=[CH:14][C:15]([CH3:19])=[CH:16][CH:17]=2)[CH2:12][C:11]1=[O:20])[C:4]1[CH:9]=[CH:8][CH:7]=[CH:6][CH:5]=1.CS(O[C@@H:26]([C:33]1[CH:41]=[C:40]2[C:36]([CH:37]=[N:38][N:39]2[CH2:42][C:43]2[CH:48]=[CH:47][CH:46]=[CH:45][CH:44]=2)=[CH:35][CH:34]=1)[CH2:27]OS(C)(=O)=O)(=O)=O. (5) Given the product [CH2:1]([O:3][C:4]([CH:6]1[CH2:11][N:10]([S:12]([C:15]2[CH:20]=[C:19]([Cl:21])[CH:18]=[CH:17][C:16]=2[O:22][CH3:23])(=[O:14])=[O:13])[C:9]2[CH:24]=[C:25]([C:48](=[O:47])[NH:29][C:30]3[CH:35]=[CH:34][CH:33]=[CH:32][CH:31]=3)[CH:26]=[CH:27][C:8]=2[O:7]1)=[O:5])[CH3:2], predict the reactants needed to synthesize it. The reactants are: [CH2:1]([O:3][C:4]([CH:6]1[CH2:11][N:10]([S:12]([C:15]2[CH:20]=[C:19]([Cl:21])[CH:18]=[CH:17][C:16]=2[O:22][CH3:23])(=[O:14])=[O:13])[C:9]2[CH:24]=[C:25](Br)[CH:26]=[CH:27][C:8]=2[O:7]1)=[O:5])[CH3:2].[NH2:29][C:30]1[CH:35]=[CH:34][CH:33]=[CH:32][CH:31]=1.N12CCCN=C1CCCCC2.[O:47]1CCC[CH2:48]1. (6) Given the product [N:11]1[CH:12]=[CH:13][CH:14]=[C:9]([N:7]2[CH:8]=[C:4]([NH2:1])[CH:5]=[N:6]2)[CH:10]=1, predict the reactants needed to synthesize it. The reactants are: [N+:1]([C:4]1[CH:5]=[N:6][N:7]([C:9]2[CH:10]=[N:11][CH:12]=[CH:13][CH:14]=2)[CH:8]=1)([O-])=O. (7) The reactants are: Cl[C:2]1[N:7]2[N:8]=[C:9]([C:11]([F:14])([F:13])[CH3:12])[N:10]=[C:6]2[N:5]=[C:4]([CH3:15])[CH:3]=1.[F:16][C:17]([F:26])([F:25])[C:18]1[CH:24]=[CH:23][C:21]([NH2:22])=[CH:20][CH:19]=1.N.CO. Given the product [F:13][C:11]([C:9]1[N:10]=[C:6]2[N:5]=[C:4]([CH3:15])[CH:3]=[C:2]([NH:22][C:21]3[CH:23]=[CH:24][C:18]([C:17]([F:16])([F:25])[F:26])=[CH:19][CH:20]=3)[N:7]2[N:8]=1)([F:14])[CH3:12], predict the reactants needed to synthesize it. (8) Given the product [OH:13][C:12]1[C:11]2[C:6](=[CH:7][CH:8]=[CH:9][CH:10]=2)[C:4]([OH:5])=[CH:3][C:2]=1[CH3:1], predict the reactants needed to synthesize it. The reactants are: [CH3:1][C:2]1[C:12](=[O:13])[C:11]2[CH:10]=[CH:9][CH:8]=[CH:7][C:6]=2[C:4](=[O:5])[CH:3]=1.Cl. (9) The reactants are: [CH3:1][C:2]1[C:3](=[O:11])[CH:4]=[C:5]([CH3:10])[C:6](=[O:9])[C:7]=1[CH3:8].[CH3:12][CH2:13]/[CH:14]=[CH:15]\[CH2:16]/[CH:17]=[CH:18]\[CH2:19]/[CH:20]=[CH:21]\[CH2:22][CH2:23][CH2:24][CH2:25][CH2:26][CH2:27]CC(O)=O.[C:32](#N)C. Given the product [CH2:10]([C:5]1[C:6](=[O:9])[C:7]([CH3:8])=[C:2]([CH3:1])[C:3](=[O:11])[C:4]=1[CH3:32])[CH2:12][CH2:13][CH2:14][CH2:15][CH2:16][CH2:17][CH:18]=[CH:19][CH2:20][CH:21]=[CH:22][CH2:23][CH2:24][CH2:25][CH2:26][CH3:27], predict the reactants needed to synthesize it. (10) Given the product [Cl:36][C:8]1[CH:9]=[C:10]([O:14][C:15]2[C:20]([C:21]([N:23]3[C:32]4[C:27](=[CH:28][CH:29]=[CH:30][CH:31]=4)[N:26]([CH:33]4[CH2:34][CH2:35]4)[CH2:25][CH2:24]3)=[O:22])=[CH:19][CH:18]=[CH:17][N:16]=2)[C:11]([Cl:13])=[CH:12][C:7]=1[CH:6]=[CH:5][C:4]([OH:37])=[O:3], predict the reactants needed to synthesize it. The reactants are: C([O:3][C:4](=[O:37])[CH:5]=[CH:6][C:7]1[CH:12]=[C:11]([Cl:13])[C:10]([O:14][C:15]2[C:20]([C:21]([N:23]3[C:32]4[C:27](=[CH:28][CH:29]=[CH:30][CH:31]=4)[N:26]([CH:33]4[CH2:35][CH2:34]4)[CH2:25][CH2:24]3)=[O:22])=[CH:19][CH:18]=[CH:17][N:16]=2)=[CH:9][C:8]=1[Cl:36])C.C1COCC1.[OH-].[Na+].Cl.